Dataset: Forward reaction prediction with 1.9M reactions from USPTO patents (1976-2016). Task: Predict the product of the given reaction. (1) Given the reactants [Br:1][C:2]1[CH:3]=[CH:4][C:5]([F:18])=[C:6]([C:8]2[N:13]=[C:12]([OH:14])[C:11]3[CH2:15][CH2:16][CH2:17][C:10]=3[N:9]=2)[CH:7]=1.C(C1C=CN(C2C=C(O[CH:38]3[CH2:55][CH:54]4[CH:40]([C:41](=[O:67])[N:42]([CH3:66])[CH2:43][CH2:44][CH2:45][CH2:46][CH:47]=[CH:48][CH:49]5[C:51]([C:57]([NH:59][S:60]([N:63]([CH3:65])[CH3:64])(=[O:62])=[O:61])=[O:58])([NH:52][C:53]4=[O:56])[CH2:50]5)[CH2:39]3)C3C(=C(C)C(OC)=CC=3)N=2)N=1)(C)C, predict the reaction product. The product is: [Br:1][C:2]1[CH:3]=[CH:4][C:5]([F:18])=[C:6]([C:8]2[N:13]=[C:12]([O:14][CH:38]3[CH2:55][CH:54]4[CH:40]([C:41](=[O:67])[N:42]([CH3:66])[CH2:43][CH2:44][CH2:45][CH2:46][CH:47]=[CH:48][CH:49]5[C:51]([C:57]([NH:59][S:60]([N:63]([CH3:64])[CH3:65])(=[O:61])=[O:62])=[O:58])([NH:52][C:53]4=[O:56])[CH2:50]5)[CH2:39]3)[C:11]3[CH2:15][CH2:16][CH2:17][C:10]=3[N:9]=2)[CH:7]=1. (2) Given the reactants [Cl:1][C:2]1[CH:3]=[C:4]2[C:9](=[CH:10][CH:11]=1)[NH:8][C:7](=[O:12])[C:6]([CH:13]=O)=[CH:5]2.[NH2:15][C:16]1[CH:23]=[CH:22][C:19]([C:20]#[N:21])=[C:18]([O:24][CH3:25])[CH:17]=1.CC(O)=O.C(O[BH-](OC(=O)C)OC(=O)C)(=O)C.[Na+], predict the reaction product. The product is: [Cl:1][C:2]1[CH:3]=[C:4]2[C:9](=[CH:10][CH:11]=1)[NH:8][C:7](=[O:12])[C:6]([CH2:13][NH:15][C:16]1[CH:23]=[CH:22][C:19]([C:20]#[N:21])=[C:18]([O:24][CH3:25])[CH:17]=1)=[CH:5]2. (3) The product is: [CH2:13]([O:15][C:16]([C:17]1[CH2:18][O:10][C:4]2[C:5]([CH:6]=1)=[CH:8][CH:9]=[C:2]([Cl:1])[CH:3]=2)=[O:27])[CH3:14]. Given the reactants [Cl:1][C:2]1[CH:9]=[CH:8][C:5]([CH:6]=O)=[C:4]([OH:10])[CH:3]=1.[H-].[Na+].[CH2:13]([O:15][C:16](=[O:27])[C:17](P(OCC)(OCC)=O)=[CH2:18])[CH3:14], predict the reaction product. (4) Given the reactants C([N:8]1[CH2:13][CH:12]=[C:11]([C:14]2[CH:19]=[CH:18][CH:17]=[CH:16][C:15]=2[C:20]([F:23])([F:22])[F:21])[CH2:10][CH2:9]1)C1C=CC=CC=1.C([O-])=O.[NH4+], predict the reaction product. The product is: [F:23][C:20]([F:21])([F:22])[C:15]1[CH:16]=[CH:17][CH:18]=[CH:19][C:14]=1[CH:11]1[CH2:10][CH2:9][NH:8][CH2:13][CH2:12]1. (5) Given the reactants C([N:8]1[C:12]2[NH:13][C:14](=[O:19])[NH:15][CH2:16][C:17](=[O:18])[C:11]=2[N:10]=[CH:9]1)C1C=CC=CC=1, predict the reaction product. The product is: [NH:10]1[C:11]2[C:17](=[O:18])[CH2:16][NH:15][C:14](=[O:19])[NH:13][C:12]=2[N:8]=[CH:9]1.